Task: Predict the product of the given reaction.. Dataset: Forward reaction prediction with 1.9M reactions from USPTO patents (1976-2016) (1) Given the reactants [N+:1]([C:4]1[C:12]2[N:11]=[CH:10][NH:9][C:8]=2[CH:7]=[CH:6][CH:5]=1)([O-:3])=[O:2].C(=O)([O-])[O-].[K+].[K+].Cl.Cl[CH2:21][C:22]1[CH:27]=[CH:26][N:25]=[CH:24][CH:23]=1, predict the reaction product. The product is: [N+:1]([C:4]1[C:12]2[N:11]=[CH:10][N:9]([CH2:21][C:22]3[CH:27]=[CH:26][N:25]=[CH:24][CH:23]=3)[C:8]=2[CH:7]=[CH:6][CH:5]=1)([O-:3])=[O:2]. (2) The product is: [Br:1][C:2]1[CH:3]=[C:4]([CH3:24])[C:5]([C:9]2[C:10](=[O:23])[CH2:11][CH:12]([CH2:16][CH:17]3[CH2:22][CH2:21][O:20][CH2:19][CH2:18]3)[CH2:13][C:14]=2[O:15][CH3:25])=[C:6]([CH3:8])[CH:7]=1. Given the reactants [Br:1][C:2]1[CH:7]=[C:6]([CH3:8])[C:5]([CH:9]2[C:14](=[O:15])[CH2:13][CH:12]([CH2:16][CH:17]3[CH2:22][CH2:21][O:20][CH2:19][CH2:18]3)[CH2:11][C:10]2=[O:23])=[C:4]([CH3:24])[CH:3]=1.[C:25](=O)([O-])[O-].[K+].[K+].IC, predict the reaction product. (3) Given the reactants [CH3:1][O:2][C:3]1[CH:4]=[C:5]([N:12]2[CH2:17][CH2:16][C:15](=O)[CH2:14][CH2:13]2)[CH:6]=[CH:7][C:8]=1[N+:9]([O-:11])=[O:10].[NH2:19][CH2:20][CH2:21][OH:22], predict the reaction product. The product is: [CH3:1][O:2][C:3]1[CH:4]=[C:5]([N:12]2[CH2:17][CH2:16][CH:15]([NH:19][CH2:20][CH2:21][OH:22])[CH2:14][CH2:13]2)[CH:6]=[CH:7][C:8]=1[N+:9]([O-:11])=[O:10]. (4) Given the reactants [CH3:1][N:2]1[C:10]2[C:5](=[CH:6][CH:7]=[CH:8][CH:9]=2)[CH:4]=[C:3]1[C:11]1[CH:12]=[C:13]([CH2:17][NH2:18])[CH:14]=[N:15][CH:16]=1.[F:19][C:20]([F:26])([F:25])[S:21](Cl)(=[O:23])=[O:22], predict the reaction product. The product is: [F:19][C:20]([F:26])([F:25])[S:21]([NH:18][CH2:17][C:13]1[CH:14]=[N:15][CH:16]=[C:11]([C:3]2[N:2]([CH3:1])[C:10]3[C:5]([CH:4]=2)=[CH:6][CH:7]=[CH:8][CH:9]=3)[CH:12]=1)(=[O:23])=[O:22]. (5) Given the reactants C(OC(=O)[NH:7][C@H:8]([C:17]1[NH:18][C:19]([C:22]2[CH:27]=[CH:26][CH:25]=[CH:24][CH:23]=2)=[CH:20][N:21]=1)[CH2:9][CH2:10][CH2:11][CH2:12][CH2:13][C:14](=[O:16])[CH3:15])(C)(C)C.[C:29]([OH:35])([C:31]([F:34])([F:33])[F:32])=[O:30].C(Cl)Cl, predict the reaction product. The product is: [F:32][C:31]([F:34])([F:33])[C:29]([O-:35])=[O:30].[F:32][C:31]([F:34])([F:33])[C:29]([O-:35])=[O:30].[NH3+:7][C@H:8]([C:17]1[NH2+:18][C:19]([C:22]2[CH:27]=[CH:26][CH:25]=[CH:24][CH:23]=2)=[CH:20][N:21]=1)[CH2:9][CH2:10][CH2:11][CH2:12][CH2:13][C:14](=[O:16])[CH3:15]. (6) Given the reactants [CH3:1][O:2][C:3]([C:5]1[C:13]([NH:14][C:15]2[CH:20]=[CH:19][C:18]([Br:21])=[CH:17][C:16]=2[Cl:22])=[C:12]([F:23])[C:8]2[N:9]=[CH:10][NH:11][C:7]=2[CH:6]=1)=[O:4].C([O-])([O-])=O.[K+].[K+].[CH:30]([S:32]([CH3:35])(=[O:34])=[O:33])=[CH2:31], predict the reaction product. The product is: [CH3:1][O:2][C:3]([C:5]1[C:13]([NH:14][C:15]2[CH:20]=[CH:19][C:18]([Br:21])=[CH:17][C:16]=2[Cl:22])=[C:12]([F:23])[C:8]2[N:9]=[CH:10][N:11]([CH2:31][CH2:30][S:32]([CH3:35])(=[O:34])=[O:33])[C:7]=2[CH:6]=1)=[O:4]. (7) Given the reactants Cl.[CH3:2][O:3][C:4](=[O:14])[C:5]1[CH:10]=[C:9]([NH:11][NH2:12])[CH:8]=[CH:7][C:6]=1[Cl:13].O=[CH:16][C:17]([OH:19])=[O:18], predict the reaction product. The product is: [CH3:2][O:3][C:4](=[O:14])[C:5]1[CH:10]=[C:9]([NH:11][N:12]=[CH:16][C:17]([OH:19])=[O:18])[CH:8]=[CH:7][C:6]=1[Cl:13].